This data is from Catalyst prediction with 721,799 reactions and 888 catalyst types from USPTO. The task is: Predict which catalyst facilitates the given reaction. (1) Reactant: [Br:1][C:2]1[CH:3]=[C:4]([N+:9]([O-])=O)[CH:5]=[CH:6][C:7]=1F.[F:12][C:13]([F:17])([F:16])[CH2:14][OH:15].C(=O)([O-])[O-].[K+].[K+]. Product: [Br:1][C:2]1[CH:3]=[C:4]([NH2:9])[CH:5]=[CH:6][C:7]=1[O:15][CH2:14][C:13]([F:17])([F:16])[F:12]. The catalyst class is: 3. (2) Reactant: Cl[C:2]1[CH:3]=[CH:4][C:5]2[O:14][CH2:13][CH2:12][C:11]3[CH:10]=[C:9]([C:15]4[N:16]([C:20]5[CH:25]=[CH:24][C:23]([F:26])=[CH:22][C:21]=5[F:27])[N:17]=[CH:18][N:19]=4)[S:8][C:7]=3[C:6]=2[N:28]=1.[CH:29]([N:32]1[CH2:37][CH2:36][NH:35][CH2:34][CH2:33]1)([CH3:31])[CH3:30].CC(C1C=C(C(C)C)C(C2C=CC=CC=2P(C2CCCCC2)C2CCCCC2)=C(C(C)C)C=1)C.CC(C)([O-])C. Product: [F:27][C:21]1[CH:22]=[C:23]([F:26])[CH:24]=[CH:25][C:20]=1[N:16]1[C:15]([C:9]2[S:8][C:7]3[C:6]4[N:28]=[C:2]([N:35]5[CH2:36][CH2:37][N:32]([CH:29]([CH3:31])[CH3:30])[CH2:33][CH2:34]5)[CH:3]=[CH:4][C:5]=4[O:14][CH2:13][CH2:12][C:11]=3[CH:10]=2)=[N:19][CH:18]=[N:17]1. The catalyst class is: 231. (3) Reactant: Cl[C:2]1[CH:7]=[CH:6][N:5]=[C:4]([NH:8][C:9]2[CH:14]=[CH:13][CH:12]=[C:11]([Cl:15])[CH:10]=2)[N:3]=1.CCN(C(C)C)C(C)C.[NH2:25][CH2:26][CH2:27][CH2:28][N:29]1[CH2:34][CH2:33][N:32]([C:35](=[O:37])[CH3:36])[CH2:31][CH2:30]1. Product: [Cl:15][C:11]1[CH:10]=[C:9]([NH:8][C:4]2[N:3]=[C:2]([NH:25][CH2:26][CH2:27][CH2:28][N:29]3[CH2:30][CH2:31][N:32]([C:35](=[O:37])[CH3:36])[CH2:33][CH2:34]3)[CH:7]=[CH:6][N:5]=2)[CH:14]=[CH:13][CH:12]=1. The catalyst class is: 1. (4) Reactant: [Cl:1][C:2]1[C:11]2[C:6](=[CH:7][C:8]([S:12]([N:15]([C:25]3[CH:29]=[CH:28][O:27][N:26]=3)[CH2:16][C:17]3[CH:22]=[CH:21][C:20]([O:23][CH3:24])=[CH:19][CH:18]=3)(=[O:14])=[O:13])=[CH:9][CH:10]=2)[CH:5]=[C:4](Cl)[N:3]=1.[Cl:31][C:32]1[CH:37]=[C:36](B(O)O)[C:35]([O:41][CH3:42])=[CH:34][C:33]=1[C:43]1[CH:48]=[CH:47][CH:46]=[C:45]([F:49])[CH:44]=1.C(=O)([O-])[O-].[Na+].[Na+]. The catalyst class is: 12. Product: [Cl:1][C:2]1[N:3]=[C:4]([C:36]2[C:35]([O:41][CH3:42])=[CH:34][C:33]([C:43]3[CH:48]=[CH:47][CH:46]=[C:45]([F:49])[CH:44]=3)=[C:32]([Cl:31])[CH:37]=2)[C:5]2[C:10]([CH:11]=1)=[CH:9][C:8]([S:12]([N:15]([C:25]1[CH:29]=[CH:28][O:27][N:26]=1)[CH2:16][C:17]1[CH:18]=[CH:19][C:20]([O:23][CH3:24])=[CH:21][CH:22]=1)(=[O:13])=[O:14])=[CH:7][CH:6]=2. (5) Reactant: [NH2:1][C:2]1[CH:42]=[CH:41][CH:40]=[CH:39][C:3]=1[CH2:4][NH:5][C:6](=O)[CH2:7][N:8]1[C:17](=[O:18])[C:16]2[N:15]([CH2:19][C:20]#[C:21][CH3:22])[C:14]([N:23]3[CH2:28][CH2:27][CH2:26][CH:25]([NH:29][C:30]([O:32][C:33]([CH3:36])([CH3:35])[CH3:34])=[O:31])[CH2:24]3)=[N:13][C:12]=2[N:11]([CH3:37])[C:9]1=[O:10]. The catalyst class is: 15. Product: [N:1]1[C:2]2[C:3](=[CH:39][CH:40]=[CH:41][CH:42]=2)[CH2:4][NH:5][C:6]=1[CH2:7][N:8]1[C:17](=[O:18])[C:16]2[N:15]([CH2:19][C:20]#[C:21][CH3:22])[C:14]([N:23]3[CH2:28][CH2:27][CH2:26][CH:25]([NH:29][C:30]([O:32][C:33]([CH3:36])([CH3:35])[CH3:34])=[O:31])[CH2:24]3)=[N:13][C:12]=2[N:11]([CH3:37])[C:9]1=[O:10]. (6) The catalyst class is: 559. Product: [C:12]([N:11]([CH3:20])[CH2:10][C@H:9]([C:4]1[CH:5]=[CH:6][C:7]([Cl:8])=[C:2]([Cl:1])[CH:3]=1)[CH2:21][CH2:22][N:37]1[CH2:38][CH2:39][CH:34]([N:29]2[CH2:30][CH2:31][CH2:32][CH2:33][C@@H:28]2[C:26]([N:25]([CH3:40])[CH3:24])=[O:27])[CH2:35][CH2:36]1)(=[O:19])[C:13]1[CH:14]=[CH:15][CH:16]=[CH:17][CH:18]=1. Reactant: [Cl:1][C:2]1[CH:3]=[C:4]([C@H:9]([CH2:21][CH:22]=O)[CH2:10][N:11]([CH3:20])[C:12](=[O:19])[C:13]2[CH:18]=[CH:17][CH:16]=[CH:15][CH:14]=2)[CH:5]=[CH:6][C:7]=1[Cl:8].[CH3:24][N:25]([CH3:40])[C:26]([CH:28]1[CH2:33][CH2:32][CH2:31][CH2:30][N:29]1[CH:34]1[CH2:39][CH2:38][NH:37][CH2:36][CH2:35]1)=[O:27].C([O-])(=O)C.[Na+].C(O[BH-](OC(=O)C)OC(=O)C)(=O)C.[Na+]. (7) Reactant: C[O:2][C:3](=[O:39])[C@@H:4]([CH3:38])[CH2:5][CH2:6][O:7][C:8]1[CH:13]=[CH:12][C:11]([C:14]([N:16]2[C:25]3[C:20](=[CH:21][CH:22]=[CH:23][CH:24]=3)[C@H:19]([N:26]([C:34](=[O:36])[CH3:35])[C:27]3[CH:32]=[CH:31][C:30]([Cl:33])=[CH:29][CH:28]=3)[CH2:18][CH:17]2[CH3:37])=[O:15])=[CH:10][CH:9]=1.[OH-].[Li+]. Product: [C:34]([N:26]([C:27]1[CH:28]=[CH:29][C:30]([Cl:33])=[CH:31][CH:32]=1)[C@H:19]1[C:20]2[C:25](=[CH:24][CH:23]=[CH:22][CH:21]=2)[N:16]([C:14]([C:11]2[CH:10]=[CH:9][C:8]([O:7][CH2:6][CH2:5][C@H:4]([CH3:38])[C:3]([OH:39])=[O:2])=[CH:13][CH:12]=2)=[O:15])[CH:17]([CH3:37])[CH2:18]1)(=[O:36])[CH3:35]. The catalyst class is: 92. (8) Reactant: [Cl:1][C:2]1[CH:3]=[C:4]2[C:8](=[CH:9][CH:10]=1)[CH2:7][N:6](S(C1C=CC(C)=CC=1)(=O)=O)[CH2:5]2.[BrH:21]. Product: [BrH:21].[Cl:1][C:2]1[CH:10]=[C:9]2[C:5](=[CH:4][CH:3]=1)[NH:6][CH2:7][CH2:8]2. The catalyst class is: 15. (9) Reactant: F[C:2]1[CH:7]=[CH:6][C:5]([CH:8]([OH:22])[CH:9]2[CH2:14][CH2:13][N:12]([C:15]([O:17][C:18]([CH3:21])([CH3:20])[CH3:19])=[O:16])[CH2:11][CH2:10]2)=[CH:4][C:3]=1[C:23](=[O:28])[C:24]([F:27])([F:26])[F:25].[NH3:29]. Product: [NH2:29][C:2]1[CH:7]=[CH:6][C:5]([C:8]([CH:9]2[CH2:14][CH2:13][N:12]([C:15]([O:17][C:18]([CH3:21])([CH3:20])[CH3:19])=[O:16])[CH2:11][CH2:10]2)=[O:22])=[CH:4][C:3]=1[C:23](=[O:28])[C:24]([F:27])([F:26])[F:25]. The catalyst class is: 16. (10) Reactant: [C:1]([C:3]1[CH:4]=[C:5]([CH:19]=[CH:20][CH:21]=1)[C:6]([C:8]1[CH:16]=[CH:15][C:14]([O:17][CH3:18])=[CH:13][C:9]=1[C:10](O)=[O:11])=O)#[N:2].O.[NH2:23][NH2:24]. The catalyst class is: 88. Product: [CH3:18][O:17][C:14]1[CH:13]=[C:9]2[C:8](=[CH:16][CH:15]=1)[C:6]([C:5]1[CH:4]=[C:3]([CH:21]=[CH:20][CH:19]=1)[C:1]#[N:2])=[N:24][NH:23][C:10]2=[O:11].